From a dataset of Peptide-MHC class II binding affinity with 134,281 pairs from IEDB. Regression. Given a peptide amino acid sequence and an MHC pseudo amino acid sequence, predict their binding affinity value. This is MHC class II binding data. (1) The peptide sequence is ELVPEDPEDSAL. The MHC is DRB1_0405 with pseudo-sequence DRB1_0405. The binding affinity (normalized) is 0. (2) The peptide sequence is LSVTEQSEFYFPRAP. The MHC is DRB1_0701 with pseudo-sequence DRB1_0701. The binding affinity (normalized) is 0.